Predict the reactants needed to synthesize the given product. From a dataset of Full USPTO retrosynthesis dataset with 1.9M reactions from patents (1976-2016). (1) Given the product [NH2:13][C:12]1[C:3]2[CH:4]=[C:5]([C:6]([O:8][CH3:9])=[O:7])[CH:10]=[CH:11][C:2]=2[S:23][C:20]=1[C:14]([O:15][CH3:26])=[O:17], predict the reactants needed to synthesize it. The reactants are: Cl[C:2]1[CH:11]=[CH:10][C:5]([C:6]([O:8][CH3:9])=[O:7])=[CH:4][C:3]=1[C:12]#[N:13].[C:14](=[O:17])([O-])[O-:15].[Na+].[Na+].[C:20](OC)(=[S:23])C=O.[CH3:26]O. (2) Given the product [C:1]([O:5][C:6]([N:8]1[CH2:12][C@@H:11]([CH2:13][N:14]([CH:31]([CH3:32])[CH3:33])[C:15](=[O:30])[C:16]2[CH:21]=[CH:20][C:19]([O:22][CH3:23])=[C:18]([O:24][CH2:25][CH2:26][CH2:27][O:28][CH3:29])[CH:17]=2)[C@H:10]([NH:34][CH2:45][C:46](=[O:47])[NH:48][CH:49]2[CH2:54][CH2:53][CH2:52][CH2:51][CH2:50]2)[CH2:9]1)=[O:7])([CH3:3])([CH3:4])[CH3:2], predict the reactants needed to synthesize it. The reactants are: [C:1]([O:5][C:6]([N:8]1[CH2:12][C@@H:11]([CH2:13][N:14]([CH:31]([CH3:33])[CH3:32])[C:15](=[O:30])[C:16]2[CH:21]=[CH:20][C:19]([O:22][CH3:23])=[C:18]([O:24][CH2:25][CH2:26][CH2:27][O:28][CH3:29])[CH:17]=2)[C@H:10]([NH2:34])[CH2:9]1)=[O:7])([CH3:4])([CH3:3])[CH3:2].CCN(C(C)C)C(C)C.Br[CH2:45][C:46]([NH:48][CH:49]1[CH2:54][CH2:53][CH2:52][CH2:51][CH2:50]1)=[O:47].[Na+].[I-].C([O-])(O)=O.[Na+]. (3) Given the product [OH:26][C:25]1[C:17]([CH:2]2[C:10]3[C:5](=[N:6][CH:7]=[CH:8][CH:9]=3)[N:4]([CH2:11][CH2:12][CH2:13][CH2:14][CH3:15])[C:3]2=[O:16])=[CH:18][C:19]2[O:23][CH2:22][O:21][C:20]=2[CH:24]=1, predict the reactants needed to synthesize it. The reactants are: O[C:2]1([C:17]2[C:25]([OH:26])=[CH:24][C:20]3[O:21][CH2:22][O:23][C:19]=3[CH:18]=2)[C:10]2[C:5](=[N:6][CH:7]=[CH:8][CH:9]=2)[N:4]([CH2:11][CH2:12][CH2:13][CH2:14][CH3:15])[C:3]1=[O:16].C(N(C(C)C)CC)(C)C.S(Cl)(Cl)=O. (4) The reactants are: [O-]Cl.[Na+].[OH-].[Na+].[F:6][C:7]([F:22])([F:21])[CH2:8][NH:9][C:10]([C:12]1[S:13][C:14]([CH:18]=[N:19][OH:20])=[CH:15][C:16]=1[CH3:17])=[O:11].[Cl:23][C:24]1[CH:29]=[C:28]([C:30]([C:32]([F:35])([F:34])[F:33])=[CH2:31])[CH:27]=[C:26]([Cl:36])[CH:25]=1. Given the product [F:22][C:7]([F:6])([F:21])[CH2:8][NH:9][C:10]([C:12]1[S:13][C:14]([C:18]2[CH2:31][C:30]([C:28]3[CH:27]=[C:26]([Cl:36])[CH:25]=[C:24]([Cl:23])[CH:29]=3)([C:32]([F:33])([F:35])[F:34])[O:20][N:19]=2)=[CH:15][C:16]=1[CH3:17])=[O:11], predict the reactants needed to synthesize it. (5) Given the product [CH2:22]([O:21][C:3]1[CH:4]=[C:5]([CH:19]=[CH:20][C:2]=1[B:27]1[O:28][C:29]([CH3:31])([CH3:30])[C:25]([CH3:41])([CH3:24])[O:26]1)[C:6]([NH:8][C:9]1[CH:14]=[C:13]([C:15]([F:18])([F:17])[F:16])[CH:12]=[CH:11][N:10]=1)=[O:7])[CH3:23], predict the reactants needed to synthesize it. The reactants are: Br[C:2]1[CH:20]=[CH:19][C:5]([C:6]([NH:8][C:9]2[CH:14]=[C:13]([C:15]([F:18])([F:17])[F:16])[CH:12]=[CH:11][N:10]=2)=[O:7])=[CH:4][C:3]=1[O:21][CH2:22][CH3:23].[CH3:24][C:25]1([CH3:41])[C:29]([CH3:31])([CH3:30])[O:28][B:27]([B:27]2[O:28][C:29]([CH3:31])([CH3:30])[C:25]([CH3:41])([CH3:24])[O:26]2)[O:26]1.C([O-])(=O)C.[K+]. (6) Given the product [ClH:34].[NH:20]1[CH2:21][CH2:22][O:23][CH:18]([C:15]2[CH:16]=[CH:17][C:12]([NH:11][C:10]([NH:9][C:6]3[CH:7]=[CH:8][C:3]([C:2]([F:32])([F:33])[F:1])=[CH:4][CH:5]=3)=[O:31])=[CH:13][CH:14]=2)[CH2:19]1, predict the reactants needed to synthesize it. The reactants are: [F:1][C:2]([F:33])([F:32])[C:3]1[CH:8]=[CH:7][C:6]([NH:9][C:10](=[O:31])[NH:11][C:12]2[CH:17]=[CH:16][C:15]([CH:18]3[O:23][CH2:22][CH2:21][N:20](C(OC(C)(C)C)=O)[CH2:19]3)=[CH:14][CH:13]=2)=[CH:5][CH:4]=1.[ClH:34].